From a dataset of Experimentally validated miRNA-target interactions with 360,000+ pairs, plus equal number of negative samples. Binary Classification. Given a miRNA mature sequence and a target amino acid sequence, predict their likelihood of interaction. (1) The miRNA is hsa-miR-6851-5p with sequence AGGAGGUGGUACUAGGGGCCAGC. The protein sequence of the target gene is MNLTEDYMVFEDVAIHFSQEEWGILNDVQRHLHSDVMLENFALLSSVGCWHGAKDEEAPSKQCVSVGVSQVTTLKPALSTQKAQPCETCSSLLKDILHLAEHDGTHPKRTAKLYLHQKEHLREKLTRSDEGRPSFVNDSVHLAKRNLTCMQGGKDFTGDSDLQQQALHSGWKPHRDTHGVEAFQSGQNNYSCTQCGKDFCHQHTLFEHQKIHTEERPYECSECGKLFRYNSDLIKHQRNHTGERPYKCSECGKAFSLKYNVVQHQKIHTGERPYECSECGKAFLRKSHLLQHQRIHTRPR.... Result: 1 (interaction). (2) The miRNA is mmu-miR-3473c with sequence UCUCUCCAGCCCCCAUAAUAAG. The protein sequence of the target gene is MSALLEQKEQQERLREAAALGDIREVQKLVESGVDVNSQNEVNGWTCLHWACKRNHGQVVSYLLQSGADREILTTKGEMPVQLTSRREIRKIMGVEEADEEEEIPQLKKESELPFVPNYLANPAFPFIYTPAAEDSTQLQNGGPSPPPVSPPADSSPPLLPPTETPLLGAFPRDHSSLALVQNGDISAPSAILRTPESTKPGPVCQPPVSQNRSLFSVPSKPPVSLEPQNGTYAGPAPAFQPFFFTGAFPFNMQELVLKVRIQNPSLRENDFIEIELDRQELTYQELLRVSCCELGVNPD.... Result: 1 (interaction). (3) The miRNA is mmu-miR-365-3p with sequence UAAUGCCCCUAAAAAUCCUUAU. The protein sequence of the target gene is MAADKPADQGAEKHEGAGQSSGVTDQEKELSASALQAFTSGNYDACLQHLACLQDINKDDYKIILNTAVAEFFKNNQTTTDNLRQTLNQLKNQVHSAVEEMDGLDDVENSMLYYNQAVILYHLRQYTEAISVGEKLYQFIEPFEEKFAQAVCFLLVDLYILTHQAEKALHLLAVLEKMISQGSGGKNGKNETGNNSSKDGSNPKAESAALIEAAKSKIHQYKVRGYIQMKSLKACKREIKSVMNTAGNSAPSLFLKSNFEYLRGNYRKAVKLLNSSNIAEHPGFMKTGECLRCMFWNNLG.... Result: 0 (no interaction).